From a dataset of Full USPTO retrosynthesis dataset with 1.9M reactions from patents (1976-2016). Predict the reactants needed to synthesize the given product. (1) Given the product [Cl:12][C:13]1[CH:21]=[CH:20][C:16]([C:17]([NH:11][C@@H:7]2[CH2:8][CH2:9][CH2:10][C@@H:6]2[N:1]2[CH2:2][CH2:3][CH2:4][CH2:5]2)=[O:18])=[C:15]([C:22]([F:23])([F:24])[F:25])[CH:14]=1, predict the reactants needed to synthesize it. The reactants are: [N:1]1([C@H:6]2[CH2:10][CH2:9][CH2:8][C@H:7]2[NH2:11])[CH2:5][CH2:4][CH2:3][CH2:2]1.[Cl:12][C:13]1[CH:21]=[CH:20][C:16]([C:17](O)=[O:18])=[C:15]([C:22]([F:25])([F:24])[F:23])[CH:14]=1. (2) Given the product [Cl:29][C:30]1[CH:31]=[C:32]([C:37]2[O:41][C:40]([C:42]([N:22]3[CH2:23][CH2:24][O:28][CH2:26][CH2:27]3)=[O:43])=[CH:39][C:38]=2[C:45]2[CH:50]=[C:49]([F:51])[CH:48]=[C:47]([Cl:52])[CH:46]=2)[CH:33]=[CH:34][C:35]=1[F:36], predict the reactants needed to synthesize it. The reactants are: ClC1C=C(C2C=C(C([N:22]3[CH2:27][CH2:26]N[C:24](=[O:28])[CH2:23]3)=O)OC=2C2C=CC(F)=CC=2)C=CC=1.[Cl:29][C:30]1[CH:31]=[C:32]([C:37]2[O:41][C:40]([C:42](O)=[O:43])=[CH:39][C:38]=2[C:45]2[CH:50]=[C:49]([F:51])[CH:48]=[C:47]([Cl:52])[CH:46]=2)[CH:33]=[CH:34][C:35]=1[F:36].N1CCOCC1. (3) Given the product [Cl:1][C:10]1[N:11]=[C:3]([N:22]([CH3:24])[CH3:23])[N:4]=[C:5]2[N:6]([C:12]3[CH:17]=[CH:16][C:15]([S:18]([CH3:21])(=[O:20])=[O:19])=[CH:14][CH:13]=3)[N:7]=[CH:8][C:9]=12, predict the reactants needed to synthesize it. The reactants are: [ClH:1].Cl[C:3]([N:22]([CH3:24])[CH3:23])=[N:4][C:5]1[N:6]([C:12]2[CH:17]=[CH:16][C:15]([S:18]([CH3:21])(=[O:20])=[O:19])=[CH:14][CH:13]=2)[N:7]=[CH:8][C:9]=1[C:10]#[N:11]. (4) Given the product [Cl:1][C:2]1[CH:10]=[C:9]2[C:5]([C:6](=[CH:15][C:14]3[CH:17]=[C:18]([F:21])[CH:19]=[CH:20][C:13]=3[F:12])[C:7](=[O:11])[NH:8]2)=[CH:4][CH:3]=1, predict the reactants needed to synthesize it. The reactants are: [Cl:1][C:2]1[CH:10]=[C:9]2[C:5]([CH2:6][C:7](=[O:11])[NH:8]2)=[CH:4][CH:3]=1.[F:12][C:13]1[CH:20]=[CH:19][C:18]([F:21])=[CH:17][C:14]=1[CH:15]=O. (5) Given the product [CH3:22][O:21][C:19]([C:10]1[N:11]=[C:12]([S:30]([CH3:23])(=[O:32])=[O:29])[N:13]([CH3:16])[C:14](=[O:15])[C:9]=1[O:8][CH2:1][C:2]1[CH:7]=[CH:6][CH:5]=[CH:4][CH:3]=1)=[O:20], predict the reactants needed to synthesize it. The reactants are: [CH2:1]([O:8][C:9]1[C:14](=[O:15])[N:13]([CH3:16])[C:12](SC)=[N:11][C:10]=1[C:19]([O:21][CH3:22])=[O:20])[C:2]1[CH:7]=[CH:6][CH:5]=[CH:4][CH:3]=1.[CH3:23]O.C(Cl)Cl.O[O:29][S:30]([O-:32])=O.[K+]. (6) The reactants are: [CH3:1][C:2]1[CH:8]=[CH:7][CH:6]=[C:5]([N+:9]([O-])=O)[C:3]=1[NH2:4].[H][H].[OH-].[K+].C(O[C:19]([S-])=[S:20])C.[K+]. Given the product [SH:20][C:19]1[NH:4][C:3]2[C:2]([CH3:1])=[CH:8][CH:7]=[CH:6][C:5]=2[N:9]=1, predict the reactants needed to synthesize it. (7) The reactants are: [CH2:1]([NH:4][CH2:5][C:6]1[C:15]2[C:10](=[CH:11][CH:12]=[C:13]([C:16]3[CH:21]=[CH:20][CH:19]=[CH:18][C:17]=3[O:22][CH3:23])[CH:14]=2)[NH:9][C:8]([CH3:25])([CH3:24])[CH:7]=1)[CH:2]=[CH2:3].Br[CH2:27][C:28]1C2C(=CC=C(C3C=CC=CC=3OC)C=2)NC(C)(C)[CH:29]=1.C(=O)([O-])[O-].[K+].[K+].C(N)C=C. Given the product [CH3:23][O:22][C:17]1[CH:18]=[CH:19][CH:20]=[CH:21][C:16]=1[C:13]1[CH:14]=[C:15]2[C:10](=[CH:11][CH:12]=1)[NH:9][C:8]([CH3:25])([CH3:24])[CH:7]=[C:6]2[CH2:5][NH:4][C:1]1[CH:29]=[CH:28][CH:27]=[CH:3][CH:2]=1, predict the reactants needed to synthesize it. (8) Given the product [CH2:1]([O:8][C:9]1[CH:10]=[C:11]2[C:16](=[CH:17][C:18]=1[O:19][CH3:20])[CH:15](/[CH:21]=[CH:55]/[C:54]1[C:45]([O:44][CH3:43])=[CH:46][C:47]3[O:52][CH2:51][CH2:50][O:49][C:48]=3[CH:53]=1)[NH:14][CH2:13][CH2:12]2)[C:2]1[CH:3]=[CH:4][CH:5]=[CH:6][CH:7]=1, predict the reactants needed to synthesize it. The reactants are: [CH2:1]([O:8][C:9]1[CH:10]=[C:11]2[C:16](=[CH:17][C:18]=1[O:19][CH3:20])[CH:15]([CH2:21]S(C1N(C3C=CC=CC=3)N=NN=1)(=O)=O)[N:14](C(OC(C)(C)C)=O)[CH2:13][CH2:12]2)[C:2]1[CH:7]=[CH:6][CH:5]=[CH:4][CH:3]=1.[CH3:43][O:44][C:45]1[C:54]([CH:55]=O)=[CH:53][C:48]2[O:49][CH2:50][CH2:51][O:52][C:47]=2[CH:46]=1.C[Si]([N-][Si](C)(C)C)(C)C.[Li+].